This data is from Forward reaction prediction with 1.9M reactions from USPTO patents (1976-2016). The task is: Predict the product of the given reaction. (1) Given the reactants Cl[C:2]1[N:11]=[C:10]([NH:12][CH2:13][CH:14]([C:18]2[CH:23]=[CH:22][CH:21]=[CH:20][CH:19]=2)[CH:15]([CH3:17])[CH3:16])[C:9]2[C:4](=[CH:5][CH:6]=[CH:7][CH:8]=2)[N:3]=1.[CH3:24][C:25]1[C:30](B(O)O)=[CH:29][N:28]2[CH:34]=[CH:35][N:36]=[C:27]2[CH:26]=1.C(NC1C2C(=CC=CC=2)N=C(C2SC3C=CC=CC=3C=2)N=1)(C1C=CC=CC=1)C1C=CC=CC=1, predict the reaction product. The product is: [CH3:16][CH:15]([CH3:17])[CH:14]([C:18]1[CH:23]=[CH:22][CH:21]=[CH:20][CH:19]=1)[CH2:13][NH:12][C:10]1[C:9]2[C:4](=[CH:5][CH:6]=[CH:7][CH:8]=2)[N:3]=[C:2]([C:30]2[C:25]([CH3:24])=[CH:26][C:27]3[N:28]([CH:34]=[CH:35][N:36]=3)[CH:29]=2)[N:11]=1. (2) Given the reactants [C:1](Cl)(=[O:3])[CH3:2].[Br:5][C:6]1[N:10]2[N:11]=[C:12]([NH:15][CH2:16][CH2:17][CH2:18][NH:19][CH:20]([CH3:22])[CH3:21])[CH:13]=[CH:14][C:9]2=[N:8][CH:7]=1, predict the reaction product. The product is: [Br:5][C:6]1[N:10]2[N:11]=[C:12]([NH:15][CH2:16][CH2:17][CH2:18][N:19]([CH:20]([CH3:22])[CH3:21])[C:1](=[O:3])[CH3:2])[CH:13]=[CH:14][C:9]2=[N:8][CH:7]=1. (3) Given the reactants [Cl:16][C:13]1[CH:14]=[CH:15][C:10]([Se:9][Se:9][C:10]2[CH:15]=[CH:14][C:13]([Cl:16])=[CH:12][CH:11]=2)=[CH:11][CH:12]=1.BrBr.[C:19]([C:21]1[CH:22]=[C:23]2[C:28](=[CH:29][CH:30]=1)[C:27]([CH3:32])([CH3:31])[CH2:26][CH2:25][C:24]2([CH3:34])[CH3:33])#[CH:20], predict the reaction product. The product is: [Cl:16][C:13]1[CH:12]=[CH:11][C:10]([Se:9][C:20]#[C:19][C:21]2[CH:30]=[CH:29][C:28]3[C:27]([CH3:32])([CH3:31])[CH2:26][CH2:25][C:24]([CH3:34])([CH3:33])[C:23]=3[CH:22]=2)=[CH:15][CH:14]=1. (4) Given the reactants [N+:1]([C:4]1[CH:9]=[CH:8][CH:7]=[CH:6][C:5]=1[O:10][C:11]1[CH:12]=[C:13]2[C:18](=[CH:19][CH:20]=1)[O:17][CH:16]([C:21]1[CH:26]=[CH:25][CH:24]=[CH:23][CH:22]=1)[CH2:15][CH2:14]2)([O-])=O, predict the reaction product. The product is: [C:21]1([CH:16]2[CH2:15][CH2:14][C:13]3[C:18](=[CH:19][CH:20]=[C:11]([O:10][C:5]4[CH:6]=[CH:7][CH:8]=[CH:9][C:4]=4[NH2:1])[CH:12]=3)[O:17]2)[CH:22]=[CH:23][CH:24]=[CH:25][CH:26]=1. (5) Given the reactants CN(C)/[CH:3]=[C:4](\[F:15])/[C:5]([C:7]1[S:11][C:10]([NH:12][CH3:13])=[N:9][C:8]=1[CH3:14])=O.[NH:17]([C:21]1[CH:22]=[C:23]([S:27]([NH2:30])(=[O:29])=[O:28])[CH:24]=[CH:25][CH:26]=1)[C:18]([NH2:20])=[NH:19], predict the reaction product. The product is: [F:15][C:4]1[C:5]([C:7]2[S:11][C:10]([NH:12][CH3:13])=[N:9][C:8]=2[CH3:14])=[N:19][C:18]([NH:17][C:21]2[CH:22]=[C:23]([S:27]([NH2:30])(=[O:28])=[O:29])[CH:24]=[CH:25][CH:26]=2)=[N:20][CH:3]=1. (6) Given the reactants C(O[C:5](=[O:7])[CH3:6])(=O)C.[Cl:8][C:9]1[CH:14]=[CH:13][C:12]([C:15]2[CH:20]=[CH:19][C:18]([NH:21][C:22](=[O:40])/[CH:23]=[CH:24]/[C:25]3[CH:30]=[CH:29][C:28]([CH2:31][N:32]([CH3:39])C4CCNCC4)=[CH:27][CH:26]=3)=[CH:17][CH:16]=2)=[CH:11][CH:10]=1.[C:41](O)(=O)[CH3:42].F[C:46](F)(F)[C:47](O)=O.[NH3:52].[C:53](O)(=O)C, predict the reaction product. The product is: [C:5]([N:52]1[CH2:42][CH2:41][CH:47]([CH2:39][NH:32][CH2:31][C:28]2[CH:27]=[CH:26][C:25](/[CH:24]=[CH:23]/[C:22]([NH:21][C:18]3[CH:19]=[CH:20][C:15]([C:12]4[CH:13]=[CH:14][C:9]([Cl:8])=[CH:10][CH:11]=4)=[CH:16][CH:17]=3)=[O:40])=[CH:30][CH:29]=2)[CH2:46][CH2:53]1)(=[O:7])[CH3:6]. (7) Given the reactants [CH:1]1([CH2:7][CH2:8][C@H:9]([CH2:13][C:14]([N:16]2[CH2:21][CH2:20][O:19][CH2:18][CH2:17]2)=[O:15])[C:10]([OH:12])=O)[CH2:6][CH2:5][CH2:4][CH2:3][CH2:2]1.CN(C(ON1N=NC2C=CC=NC1=2)=[N+](C)C)C.F[P-](F)(F)(F)(F)F.[F:46][C:47]([F:61])([F:60])[O:48][C:49]1[CH:54]=[CH:53][C:52]([NH:55][CH2:56][C@@H:57]([NH2:59])[CH3:58])=[CH:51][CH:50]=1.CCN(C(C)C)C(C)C, predict the reaction product. The product is: [CH:1]1([CH2:7][CH2:8][C@H:9]([CH2:13][C:14]([N:16]2[CH2:21][CH2:20][O:19][CH2:18][CH2:17]2)=[O:15])[C:10]([NH:59][C@@H:57]([CH3:58])[CH2:56][NH:55][C:52]2[CH:51]=[CH:50][C:49]([O:48][C:47]([F:46])([F:60])[F:61])=[CH:54][CH:53]=2)=[O:12])[CH2:2][CH2:3][CH2:4][CH2:5][CH2:6]1. (8) Given the reactants [CH:1]([C:3]1[CH:4]=[C:5]([CH:10]=[CH:11][C:12]=1[N+]([O-])=O)[C:6]([O:8][CH3:9])=[O:7])=O.[C:16]([O:20][CH3:21])(=[O:19])[CH2:17][SH:18].C(=O)([O-])[O-].[K+].[K+].CN(C)C=O, predict the reaction product. The product is: [S:18]1[C:17]([C:16]([O:20][CH3:21])=[O:19])=[CH:1][C:3]2[CH:4]=[C:5]([C:6]([O:8][CH3:9])=[O:7])[CH:10]=[CH:11][C:12]1=2.